Task: Predict the reaction yield, written as a fraction of the theoretical maximum amount of product (1.0 means a 100% yield; for example, 0.34 means a 34% yield).. Dataset: Reaction yield outcomes from USPTO patents with 853,638 reactions (1) The reactants are Cl[C:2]1[N:7]=[C:6]([NH:8][CH2:9][C@H:10]2[C@@H:19]3[N:14]([CH2:15][CH2:16][CH2:17][CH2:18]3)[CH2:13][CH2:12][CH2:11]2)[C:5]([F:20])=[CH:4][N:3]=1.[NH2:21][C:22]1[CH:23]=[CH:24][C:25]([O:35][CH:36]2[CH2:39][O:38][CH2:37]2)=[C:26]([N:28]2[C:32](=[O:33])[N:31]([CH3:34])[N:30]=[N:29]2)[CH:27]=1.C1C=CC(P(C2C(C3C(P(C4C=CC=CC=4)C4C=CC=CC=4)=CC=C4C=3C=CC=C4)=C3C(C=CC=C3)=CC=2)C2C=CC=CC=2)=CC=1.C([O-])([O-])=O.[Cs+].[Cs+]. The catalyst is CC([O-])=O.CC([O-])=O.[Pd+2].O1CCOCC1. The product is [NH3:3].[CH3:32][OH:33].[C@H:10]1([CH2:9][NH:8][C:6]2[C:5]([F:20])=[CH:4][N:3]=[C:2]([NH:21][C:22]3[CH:23]=[CH:24][C:25]([O:35][CH:36]4[CH2:39][O:38][CH2:37]4)=[C:26]([N:28]4[C:32](=[O:33])[N:31]([CH3:34])[N:30]=[N:29]4)[CH:27]=3)[N:7]=2)[C@@H:19]2[N:14]([CH2:15][CH2:16][CH2:17][CH2:18]2)[CH2:13][CH2:12][CH2:11]1. The yield is 0.0100. (2) The reactants are [CH3:1][C:2]1[C:6]([C:7]([O:9][CH3:10])=[O:8])=[CH:5][NH:4][N:3]=1.Cl[C:12]1[C:17]([Cl:18])=[CH:16][C:15]([C:19]([F:22])([F:21])[F:20])=[CH:14][N:13]=1. No catalyst specified. The product is [Cl:18][C:17]1[C:12]([N:4]2[CH:5]=[C:6]([C:7]([O:9][CH3:10])=[O:8])[C:2]([CH3:1])=[N:3]2)=[N:13][CH:14]=[C:15]([C:19]([F:21])([F:20])[F:22])[CH:16]=1. The yield is 0.780. (3) The catalyst is CN(C=O)C.CN(C1C=CN=CC=1)C. The product is [C:22]([O:26][C:27](=[O:54])[CH:28]([NH:38][C:39]([C:41]1[CH:42]=[CH:43][C:44]([C:47]2[CH:48]=[CH:49][C:50]([NH:53][C:8](=[O:10])[CH2:7][C:1]3[CH:2]=[CH:3][CH:4]=[CH:5][CH:6]=3)=[CH:51][CH:52]=2)=[CH:45][CH:46]=1)=[O:40])[CH2:29][CH2:30][C:31]([O:33][C:34]([CH3:37])([CH3:36])[CH3:35])=[O:32])([CH3:23])([CH3:24])[CH3:25]. The reactants are [C:1]1([CH2:7][C:8]([OH:10])=O)[CH:6]=[CH:5][CH:4]=[CH:3][CH:2]=1.CCN=C=NCCCN(C)C.[C:22]([O:26][C:27](=[O:54])[CH:28]([NH:38][C:39]([C:41]1[CH:46]=[CH:45][C:44]([C:47]2[CH:52]=[CH:51][C:50]([NH2:53])=[CH:49][CH:48]=2)=[CH:43][CH:42]=1)=[O:40])[CH2:29][CH2:30][C:31]([O:33][C:34]([CH3:37])([CH3:36])[CH3:35])=[O:32])([CH3:25])([CH3:24])[CH3:23].CCN(CC)CC. The yield is 0.120.